Dataset: Full USPTO retrosynthesis dataset with 1.9M reactions from patents (1976-2016). Task: Predict the reactants needed to synthesize the given product. (1) Given the product [ClH:17].[N:1]1[CH:6]=[C:5]([C:7]([Cl:17])=[O:9])[CH:4]=[N:3][CH:2]=1, predict the reactants needed to synthesize it. The reactants are: [N:1]1[CH:6]=[C:5]([C:7]([OH:9])=O)[CH:4]=[N:3][CH:2]=1.CN(C)C=O.S(Cl)([Cl:17])=O. (2) Given the product [Cl:8][C:6]1[N:7]=[C:2]([N:23]2[C:24]3[C:20](=[CH:19][C:18]([O:17][CH3:16])=[CH:26][C:25]=3[CH3:27])[CH2:21][CH2:22]2)[C:3](=[O:14])[N:4]([CH:9]([CH2:12][CH3:13])[CH2:10][CH3:11])[CH:5]=1, predict the reactants needed to synthesize it. The reactants are: Cl[C:2]1[C:3](=[O:14])[N:4]([CH:9]([CH2:12][CH3:13])[CH2:10][CH3:11])[CH:5]=[C:6]([Cl:8])[N:7]=1.Cl.[CH3:16][O:17][C:18]1[CH:19]=[C:20]2[C:24](=[C:25]([CH3:27])[CH:26]=1)[NH:23][CH2:22][CH2:21]2. (3) Given the product [CH:11]1[C:6]2[S:5][CH2:4][CH2:3][CH2:2][O:12][C:7]=2[CH:8]=[CH:9][CH:10]=1, predict the reactants needed to synthesize it. The reactants are: O[CH2:2][CH2:3][CH2:4][S:5][C:6]1[CH:11]=[CH:10][CH:9]=[CH:8][C:7]=1[OH:12].C1(P(C2C=CC=CC=2)C2C=CC=CC=2)C=CC=CC=1.N(C(OCC)=O)=NC(OCC)=O. (4) The reactants are: [C:1]([O:5][C:6]([N:8]1[CH2:13][CH2:12][CH:11]([C:14]2[O:23][C:17]3=[CH:18][N:19]=[C:20](Cl)[CH:21]=[C:16]3[CH:15]=2)[CH2:10][CH2:9]1)=[O:7])([CH3:4])([CH3:3])[CH3:2].[CH2:24]([NH:26][C:27]([C:29]1[CH:34]=[CH:33][C:32](B(O)O)=[CH:31][CH:30]=1)=[O:28])[CH3:25]. Given the product [C:1]([O:5][C:6]([N:8]1[CH2:13][CH2:12][CH:11]([C:14]2[O:23][C:17]3=[CH:18][N:19]=[C:20]([C:32]4[CH:33]=[CH:34][C:29]([C:27](=[O:28])[NH:26][CH2:24][CH3:25])=[CH:30][CH:31]=4)[CH:21]=[C:16]3[CH:15]=2)[CH2:10][CH2:9]1)=[O:7])([CH3:4])([CH3:3])[CH3:2], predict the reactants needed to synthesize it. (5) Given the product [NH2:1][C:2]1[N:7]=[CH:6][C:5]([C@@H:8]2[CH2:12][N:11]([C:13]([O:15][C:16]([CH3:17])([CH3:18])[CH3:19])=[O:14])[C@H:10]([CH2:20][OH:21])[CH2:9]2)=[CH:4][C:3]=1[Br:29], predict the reactants needed to synthesize it. The reactants are: [NH2:1][C:2]1[N:7]=[CH:6][C:5]([C@@H:8]2[CH2:12][N:11]([C:13]([O:15][C:16]([CH3:19])([CH3:18])[CH3:17])=[O:14])[C@H:10]([CH2:20][OH:21])[CH2:9]2)=[CH:4][CH:3]=1.C1C(=O)N([Br:29])C(=O)C1.C([O-])(O)=O.[Na+].[O-]S([O-])(=S)=O.[Na+].[Na+]. (6) Given the product [Cl:20][C:17]1[CH:18]=[CH:19][C:14]([CH:8]([C:5]2[CH:4]=[CH:3][C:2]([Cl:1])=[CH:7][CH:6]=2)[S:9][CH2:10][C:11]([NH:30][CH2:29][CH2:28][CH2:27][C:21]2[CH:26]=[CH:25][CH:24]=[CH:23][CH:22]=2)=[O:13])=[CH:15][CH:16]=1, predict the reactants needed to synthesize it. The reactants are: [Cl:1][C:2]1[CH:7]=[CH:6][C:5]([CH:8]([C:14]2[CH:19]=[CH:18][C:17]([Cl:20])=[CH:16][CH:15]=2)[S:9][CH2:10][C:11]([OH:13])=O)=[CH:4][CH:3]=1.[C:21]1([CH2:27][CH2:28][CH2:29][NH2:30])[CH:26]=[CH:25][CH:24]=[CH:23][CH:22]=1.